The task is: Predict the product of the given reaction.. This data is from Forward reaction prediction with 1.9M reactions from USPTO patents (1976-2016). (1) Given the reactants [Br:1][C:2]1[S:6][C:5]([C:7]#[N:8])=[CH:4][C:3]=1[S:9][C:10]1[CH:15]=[CH:14][CH:13]=[C:12]([Br:16])[CH:11]=1.[OH:17]O, predict the reaction product. The product is: [Br:1][C:2]1[S:6][C:5]([C:7]#[N:8])=[CH:4][C:3]=1[S:9]([C:10]1[CH:15]=[CH:14][CH:13]=[C:12]([Br:16])[CH:11]=1)=[O:17]. (2) Given the reactants [F:1][C:2]([F:28])([F:27])[C:3]1[CH:26]=[CH:25][C:6]2=[N:7][N:8]([C:10]3[CH:15]=[C:14]([C:16]([CH2:19][C:20]([CH3:23])([CH3:22])[CH3:21])([CH3:18])[CH3:17])[CH:13]=[CH:12][C:11]=3[OH:24])[N:9]=[C:5]2[CH:4]=1.[CH2:29]([Sn:33](=[O:38])[CH2:34][CH2:35][CH2:36][CH3:37])[CH2:30][CH2:31][CH3:32], predict the reaction product. The product is: [CH2:29]([Sn:33]([CH2:34][CH2:35][CH2:36][CH3:37])([O:38][C:11]1[CH:12]=[CH:13][C:14]([C:16]([CH2:19][C:20]([CH3:23])([CH3:22])[CH3:21])([CH3:18])[CH3:17])=[CH:15][C:10]=1[N:8]1[N:7]=[C:6]2[CH:25]=[CH:26][C:3]([C:2]([F:1])([F:27])[F:28])=[CH:4][C:5]2=[N:9]1)[O:24][C:11]1[CH:12]=[CH:13][C:14]([C:16]([CH2:19][C:20]([CH3:21])([CH3:22])[CH3:23])([CH3:17])[CH3:18])=[CH:15][C:10]=1[N:8]1[N:7]=[C:6]2[CH:25]=[CH:26][C:3]([C:2]([F:1])([F:27])[F:28])=[CH:4][C:5]2=[N:9]1)[CH2:30][CH2:31][CH3:32]. (3) Given the reactants C(O[C:4](=[O:11])[CH2:5][C:6]([O:8]CC)=O)C.Cl.[CH3:13][O:14][CH2:15][C:16]([NH2:18])=[NH:17].C[O-].[Na+].CO, predict the reaction product. The product is: [CH3:13][O:14][CH2:15][C:16]1[N:18]=[C:4]([OH:11])[CH:5]=[C:6]([OH:8])[N:17]=1. (4) Given the reactants [CH3:1][N:2]([CH3:24])[CH2:3][CH2:4][N:5]1[C:13]2[C:8](=[CH:9][C:10]([O:14][C:15]3[CH:22]=[CH:21][C:20]([F:23])=[CH:19][C:16]=3[C:17]#[N:18])=[CH:11][CH:12]=2)[CH:7]=[N:6]1.[H-].[H-].[H-].[H-].[Li+].[Al+3], predict the reaction product. The product is: [NH2:18][CH2:17][C:16]1[CH:19]=[C:20]([F:23])[CH:21]=[CH:22][C:15]=1[O:14][C:10]1[CH:9]=[C:8]2[C:13](=[CH:12][CH:11]=1)[N:5]([CH2:4][CH2:3][N:2]([CH3:24])[CH3:1])[N:6]=[CH:7]2. (5) Given the reactants [NH2:1][C:2]1[NH:3][N:4]=[C:5]([C:7]2[CH:11]=[CH:10][S:9][CH:8]=2)[CH:6]=1.C([O:14][C:15](=O)[CH2:16][C:17]([C:19]([F:22])([F:21])[F:20])=[O:18])C, predict the reaction product. The product is: [F:20][C:19]([F:22])([F:21])[C:17](=[O:18])[CH2:16][C:15]([NH:1][C:2]1[NH:3][N:4]=[C:5]([C:7]2[CH:11]=[CH:10][S:9][CH:8]=2)[CH:6]=1)=[O:14].